From a dataset of Full USPTO retrosynthesis dataset with 1.9M reactions from patents (1976-2016). Predict the reactants needed to synthesize the given product. (1) Given the product [Cl:1][C:2]1[CH:17]=[CH:16][C:5]([O:6][C:7]2[CH:15]=[CH:14][C:10]([C:11]([Cl:20])=[O:12])=[CH:9][CH:8]=2)=[CH:4][CH:3]=1, predict the reactants needed to synthesize it. The reactants are: [Cl:1][C:2]1[CH:17]=[CH:16][C:5]([O:6][C:7]2[CH:15]=[CH:14][C:10]([C:11](O)=[O:12])=[CH:9][CH:8]=2)=[CH:4][CH:3]=1.S(Cl)([Cl:20])=O. (2) Given the product [N:8]1[C:7]([O:6][C:5]2[CH:16]=[CH:17][C:2]([N:18]3[C:22]4=[N:23][CH:24]=[CH:25][CH:26]=[C:21]4[CH2:20][C:19]3=[O:27])=[CH:3][CH:4]=2)=[CH:15][N:10]2[CH:11]=[CH:12][CH:13]=[CH:14][C:9]=12, predict the reactants needed to synthesize it. The reactants are: Br[C:2]1[CH:17]=[CH:16][C:5]([O:6][C:7]2[N:8]=[C:9]3[CH:14]=[CH:13][CH:12]=[CH:11][N:10]3[CH:15]=2)=[CH:4][CH:3]=1.[NH:18]1[C:22]2=[N:23][CH:24]=[CH:25][CH:26]=[C:21]2[CH2:20][C:19]1=[O:27].CN[C@@H]1CCCC[C@H]1NC.C([O-])([O-])=O.[K+].[K+]. (3) The reactants are: [Cl:1][C:2]1[CH:7]=[CH:6][C:5]([O:8]C)=[CH:4][C:3]=1[C:10]1[CH:20]=[C:19]([CH3:21])[C:13]2[N:14]=[C:15]([NH2:18])[N:16]=[N:17][C:12]=2[CH:11]=1.B(Br)(Br)Br. Given the product [NH2:18][C:15]1[N:16]=[N:17][C:12]2[CH:11]=[C:10]([C:3]3[CH:4]=[C:5]([OH:8])[CH:6]=[CH:7][C:2]=3[Cl:1])[CH:20]=[C:19]([CH3:21])[C:13]=2[N:14]=1, predict the reactants needed to synthesize it. (4) Given the product [NH:21]1[C:22]2[C:27](=[CH:26][CH:25]=[CH:24][CH:23]=2)[C:19]([CH2:18][N:15]2[CH2:14][CH2:13][CH2:12][C:11]3([CH2:10][CH2:9][N:8]([C:6]4[CH:5]=[CH:4][CH:3]=[C:2]([CH3:1])[N:7]=4)[CH2:39][CH2:38]3)[C:16]2=[O:17])=[CH:20]1, predict the reactants needed to synthesize it. The reactants are: [CH3:1][C:2]1[N:7]=[C:6]([N:8]2[CH2:39][CH2:38][C:11]3([C:16](=[O:17])[N:15]([CH2:18][C:19]4[C:27]5[C:22](=[CH:23][CH:24]=[CH:25][CH:26]=5)[N:21](S(C5C=CC(C)=CC=5)(=O)=O)[CH:20]=4)[CH2:14][CH2:13][CH2:12]3)[CH2:10][CH2:9]2)[CH:5]=[CH:4][CH:3]=1.C([O-])([O-])=O.[Cs+].[Cs+].